Dataset: CYP1A2 inhibition data for predicting drug metabolism from PubChem BioAssay. Task: Regression/Classification. Given a drug SMILES string, predict its absorption, distribution, metabolism, or excretion properties. Task type varies by dataset: regression for continuous measurements (e.g., permeability, clearance, half-life) or binary classification for categorical outcomes (e.g., BBB penetration, CYP inhibition). Dataset: cyp1a2_veith. (1) The drug is C=C(CC1([C@@H](NP(=O)(c2ccccc2)c2ccccc2)[C@H]2C[C@@H]2CCCC)CC1)c1ccccc1. The result is 0 (non-inhibitor). (2) The molecule is COC(=O)c1ccc(C23CC2(C(NP(=O)(c2ccccc2)c2ccccc2)c2ccccc2)C3)cc1. The result is 1 (inhibitor).